This data is from Forward reaction prediction with 1.9M reactions from USPTO patents (1976-2016). The task is: Predict the product of the given reaction. (1) Given the reactants [Cl:1][C:2]1[CH:10]=[C:9](I)[C:5]2[O:6][CH2:7][O:8][C:4]=2[C:3]=1[NH:12][C:13]1[C:22]2[C:17](=[CH:18][C:19]([O:25][CH2:26][CH2:27][CH2:28][N:29]3[CH2:34][CH2:33][O:32][CH2:31][CH2:30]3)=[C:20]([O:23][CH3:24])[CH:21]=2)[N:16]=[CH:15][N:14]=1.[C:35]1([C:41]#[CH:42])[CH:40]=[CH:39][CH:38]=[CH:37][CH:36]=1.C(NC(C)C)(C)C, predict the reaction product. The product is: [Cl:1][C:2]1[CH:10]=[C:9]([C:42]#[C:41][C:35]2[CH:40]=[CH:39][CH:38]=[CH:37][CH:36]=2)[C:5]2[O:6][CH2:7][O:8][C:4]=2[C:3]=1[NH:12][C:13]1[C:22]2[C:17](=[CH:18][C:19]([O:25][CH2:26][CH2:27][CH2:28][N:29]3[CH2:34][CH2:33][O:32][CH2:31][CH2:30]3)=[C:20]([O:23][CH3:24])[CH:21]=2)[N:16]=[CH:15][N:14]=1. (2) Given the reactants [C:1]1(=O)[CH2:6][CH2:5][CH2:4][CH2:3][CH2:2]1.Cl.[F:9][CH:10]1[CH2:15][CH2:14][NH:13][CH2:12][CH2:11]1.[C-:16]#[N:17].[K+].O, predict the reaction product. The product is: [F:9][CH:10]1[CH2:15][CH2:14][N:13]([C:1]2([C:16]#[N:17])[CH2:6][CH2:5][CH2:4][CH2:3][CH2:2]2)[CH2:12][CH2:11]1. (3) Given the reactants [N+:1]([C:4]1[CH:25]=[CH:24][C:7]([CH2:8][C:9]2[C:17]3[C:12](=[CH:13][CH:14]=[CH:15][CH:16]=3)[N:11]([CH2:18][C:19]([O:21][CH2:22][CH3:23])=[O:20])[N:10]=2)=[CH:6][CH:5]=1)([O-])=O, predict the reaction product. The product is: [NH2:1][C:4]1[CH:5]=[CH:6][C:7]([CH2:8][C:9]2[C:17]3[C:12](=[CH:13][CH:14]=[CH:15][CH:16]=3)[N:11]([CH2:18][C:19]([O:21][CH2:22][CH3:23])=[O:20])[N:10]=2)=[CH:24][CH:25]=1. (4) The product is: [C:1]1([CH:7]2[O:11][N:10]=[C:9]([C:12]3[N:13]=[C:14]([CH:17]4[CH2:22][CH2:21][N:20]([C:23](=[N:24][C:25]5[CH:30]=[C:29]([CH3:31])[CH:28]=[CH:27][C:26]=5[CH3:32])[O:36][CH3:35])[CH2:19][CH2:18]4)[S:15][CH:16]=3)[CH2:8]2)[CH:6]=[CH:5][CH:4]=[CH:3][CH:2]=1. Given the reactants [C:1]1([CH:7]2[O:11][N:10]=[C:9]([C:12]3[N:13]=[C:14]([CH:17]4[CH2:22][CH2:21][N:20]([C:23](SC)=[N:24][C:25]5[CH:30]=[C:29]([CH3:31])[CH:28]=[CH:27][C:26]=5[CH3:32])[CH2:19][CH2:18]4)[S:15][CH:16]=3)[CH2:8]2)[CH:6]=[CH:5][CH:4]=[CH:3][CH:2]=1.[CH3:35][OH:36], predict the reaction product. (5) Given the reactants [CH2:1]([O:8][C:9]1[CH:18]=[CH:17][CH:16]=[C:15]2[C:10]=1[CH2:11][CH2:12][CH2:13][CH:14]2[C:19](O)=[O:20])[C:2]1[CH:7]=[CH:6][CH:5]=[CH:4][CH:3]=1.[CH2:22]([C:24]1[S:28][C:27]([CH2:29][NH:30][C:31]2[CH:36]=[CH:35][C:34]([CH:37]([CH3:39])[CH3:38])=[CH:33][CH:32]=2)=[CH:26][CH:25]=1)[CH3:23], predict the reaction product. The product is: [CH2:1]([O:8][C:9]1[CH:18]=[CH:17][CH:16]=[C:15]2[C:10]=1[CH2:11][CH2:12][CH2:13][CH:14]2[C:19]([N:30]([CH2:29][C:27]1[S:28][C:24]([CH2:22][CH3:23])=[CH:25][CH:26]=1)[C:31]1[CH:32]=[CH:33][C:34]([CH:37]([CH3:38])[CH3:39])=[CH:35][CH:36]=1)=[O:20])[C:2]1[CH:3]=[CH:4][CH:5]=[CH:6][CH:7]=1. (6) The product is: [NH2:3][CH2:12][CH2:13][CH2:14][N:15]1[CH2:20][CH2:19][N:18]([C:21]([O:23][C:24]([CH3:27])([CH3:26])[CH3:25])=[O:22])[CH2:17][CH2:16]1. Given the reactants O=C1C2C(=CC=CC=2)C(=O)[N:3]1[CH2:12][CH2:13][CH2:14][N:15]1[CH2:20][CH2:19][N:18]([C:21]([O:23][C:24]([CH3:27])([CH3:26])[CH3:25])=[O:22])[CH2:17][CH2:16]1, predict the reaction product. (7) Given the reactants Br[C:2]1[CH:3]=[N:4][N:5]2[CH:10]=[CH:9][C:8]([C:11]([N:13]([CH2:21][CH3:22])[C:14]3[CH:19]=[CH:18][C:17]([F:20])=[CH:16][N:15]=3)=[O:12])=[CH:7][C:6]=12.[CH3:23][NH:24][C:25](=[O:41])[C:26]1[CH:31]=[CH:30][C:29](B2OC(C)(C)C(C)(C)O2)=[CH:28][N:27]=1.C([O-])([O-])=O.[K+].[K+], predict the reaction product. The product is: [CH2:21]([N:13]([C:14]1[CH:19]=[CH:18][C:17]([F:20])=[CH:16][N:15]=1)[C:11]([C:8]1[CH:9]=[CH:10][N:5]2[N:4]=[CH:3][C:2]([C:29]3[CH:28]=[N:27][C:26]([C:25](=[O:41])[NH:24][CH3:23])=[CH:31][CH:30]=3)=[C:6]2[CH:7]=1)=[O:12])[CH3:22].